Task: Predict the product of the given reaction.. Dataset: Forward reaction prediction with 1.9M reactions from USPTO patents (1976-2016) (1) Given the reactants [F:1][C:2]1[C:3]([CH3:11])=[N:4][CH:5]=[C:6]([CH:10]=1)C(O)=O.C1(P(N=[N+]=[N-])(C2C=CC=CC=2)=[O:19])C=CC=CC=1.C([N:32]([CH2:36]C)C(C)C)(C)C.[CH2:38]([OH:45])[C:39]1[CH:44]=[CH:43][CH:42]=[CH:41][CH:40]=1, predict the reaction product. The product is: [CH2:38]([O:45][C:36](=[O:19])[NH:32][C:6]1[CH:5]=[N:4][C:3]([CH3:11])=[C:2]([F:1])[CH:10]=1)[C:39]1[CH:44]=[CH:43][CH:42]=[CH:41][CH:40]=1. (2) Given the reactants C([O:4][C:5]1[CH:10]=[CH:9][C:8]([CH2:11][C:12]([OH:14])=[O:13])=[CH:7][C:6]=1[O:15][CH3:16])(=O)C.S(Cl)(Cl)=O.[CH3:21]O, predict the reaction product. The product is: [CH3:21][O:14][C:12](=[O:13])[CH2:11][C:8]1[CH:9]=[CH:10][C:5]([OH:4])=[C:6]([O:15][CH3:16])[CH:7]=1.